This data is from NCI-60 drug combinations with 297,098 pairs across 59 cell lines. The task is: Regression. Given two drug SMILES strings and cell line genomic features, predict the synergy score measuring deviation from expected non-interaction effect. (1) Drug 1: C1CC(C1)(C(=O)O)C(=O)O.[NH2-].[NH2-].[Pt+2]. Drug 2: COC1=C2C(=CC3=C1OC=C3)C=CC(=O)O2. Cell line: HOP-62. Synergy scores: CSS=28.9, Synergy_ZIP=3.71, Synergy_Bliss=5.04, Synergy_Loewe=7.63, Synergy_HSA=6.35. (2) Drug 1: CNC(=O)C1=CC=CC=C1SC2=CC3=C(C=C2)C(=NN3)C=CC4=CC=CC=N4. Drug 2: COCCOC1=C(C=C2C(=C1)C(=NC=N2)NC3=CC=CC(=C3)C#C)OCCOC.Cl. Cell line: SNB-75. Synergy scores: CSS=13.9, Synergy_ZIP=-1.80, Synergy_Bliss=3.76, Synergy_Loewe=5.19, Synergy_HSA=5.35.